This data is from Full USPTO retrosynthesis dataset with 1.9M reactions from patents (1976-2016). The task is: Predict the reactants needed to synthesize the given product. Given the product [CH3:1][O:2][C:3]([NH:5][C@@H:6]([CH:20]([CH3:22])[CH3:21])[C:7]([N:9]1[C@@H:13]([CH3:14])[CH2:12][CH2:11][C@H:10]1[C:15]([OH:17])=[O:16])=[O:8])=[O:4], predict the reactants needed to synthesize it. The reactants are: [CH3:1][O:2][C:3]([NH:5][C@@H:6]([CH:20]([CH3:22])[CH3:21])[C:7]([N:9]1[C@@H:13]([CH3:14])[CH2:12][CH2:11][C@H:10]1[C:15]([O:17]CC)=[O:16])=[O:8])=[O:4].O.[OH-].[Li+].